Dataset: Reaction yield outcomes from USPTO patents with 853,638 reactions. Task: Predict the reaction yield, written as a fraction of the theoretical maximum amount of product (1.0 means a 100% yield; for example, 0.34 means a 34% yield). (1) The reactants are [Br:1][C:2]1[CH:3]=[CH:4][CH:5]=[C:6]2[C:11]=1[N:10]=[C:9]([Cl:12])[N:8]=[C:7]2N.N(OCCC(C)C)=O. The catalyst is C1COCC1. The product is [Br:1][C:2]1[CH:3]=[CH:4][CH:5]=[C:6]2[C:11]=1[N:10]=[C:9]([Cl:12])[N:8]=[CH:7]2. The yield is 0.230. (2) The reactants are F.F.F.C(N(CC)CC)C.C(N(CC)CC)C.[Si]([O:35][CH2:36][C@H:37]1[O:41][C@@H:40]([N:42]2[CH:49]=[C:48]([CH3:50])[C:46](=[O:47])[NH:45][C:43]2=[O:44])[C@H:39]([O:51][CH2:52][CH2:53][O:54][N:55]([CH3:57])[CH3:56])[C@@H:38]1[OH:58])(C(C)(C)C)(C1C=CC=CC=1)C1C=CC=CC=1.CO. The catalyst is C1COCC1.C(Cl)Cl. The product is [CH3:56][N:55]([CH3:57])[O:54][CH2:53][CH2:52][O:51][C@@H:39]1[C@H:38]([OH:58])[C@@H:37]([CH2:36][OH:35])[O:41][C@H:40]1[N:42]1[CH:49]=[C:48]([CH3:50])[C:46](=[O:47])[NH:45][C:43]1=[O:44]. The yield is 0.925. (3) The reactants are N[C:2]1[S:3][C:4]([CH3:10])=[C:5]([CH3:9])[C:6]=1C#N.[C:11]([NH:13][C:14]([NH2:16])=[NH:15])#[N:12].Cl.[OH-].[Na+]. The catalyst is O. The product is [CH3:9][C:5]1[C:6]2[C:11]([NH2:12])=[N:13][C:14]([NH2:16])=[N:15][C:2]=2[S:3][C:4]=1[CH3:10]. The yield is 0.0500. (4) The reactants are C1C(=O)N([Br:8])C(=O)C1.[C:9]1([O:15][CH3:16])[CH:14]=[CH:13][CH:12]=[CH:11][CH:10]=1. The catalyst is [Cl-].[Cl-].[Cl-].[Cl-].[Zr+4]. The product is [Br:8][C:12]1[CH:13]=[CH:14][C:9]([O:15][CH3:16])=[CH:10][CH:11]=1. The yield is 0.980. (5) The reactants are Cl[C:2]1[N:11]=[C:10]2[C:5]([CH:6]=[CH:7][C:8](=[O:12])[NH:9]2)=[CH:4][CH:3]=1.[C:13](=[O:16])([O-])[O-].[Cs+].[Cs+]. The catalyst is CO. The product is [OH:12][CH2:8][CH2:7][CH2:6][CH2:13][O:16][C:2]1[N:11]=[C:10]2[C:5]([CH:6]=[CH:7][C:8](=[O:12])[NH:9]2)=[CH:4][CH:3]=1. The yield is 0.700. (6) The reactants are [CH3:1][C:2]1C=C[C:5](S(Cl)(=O)=O)=[CH:4][CH:3]=1.C(O)CCC#C.N1C=CC=CC=1.CC1C=CC(S(OCCCC#C)(=O)=O)=CC=1.[O:40]=[CH:41][C:42]1[CH:50]=[CH:49][C:47]([OH:48])=[C:44]([O:45][CH3:46])[CH:43]=1. The catalyst is C(Cl)Cl. The product is [CH3:46][O:45][C:44]1[CH:43]=[C:42]([CH:50]=[CH:49][C:47]=1[O:48][CH2:5][CH2:4][CH2:3][C:2]#[CH:1])[CH:41]=[O:40]. The yield is 0.890. (7) The reactants are [OH:1][CH2:2][C:3]1[N:4]([C:15]2[CH:20]=[CH:19][CH:18]=[CH:17][C:16]=2[CH3:21])[C:5](=[O:14])[C:6]2[C:11]([CH:12]=1)=[CH:10][CH:9]=[CH:8][C:7]=2[CH3:13]. The catalyst is C(Cl)Cl.O=[Mn]=O. The product is [CH3:13][C:7]1[CH:8]=[CH:9][CH:10]=[C:11]2[C:6]=1[C:5](=[O:14])[N:4]([C:15]1[CH:20]=[CH:19][CH:18]=[CH:17][C:16]=1[CH3:21])[C:3]([CH:2]=[O:1])=[CH:12]2. The yield is 0.900. (8) The reactants are [F:1][C:2]([F:20])([F:19])[C:3]1[CH:4]=[C:5]([C:9]2[CH:10]=[CH:11][C:12]3[O:13][CH2:14][CH2:15][NH:16][C:17]=3[N:18]=2)[CH:6]=[CH:7][CH:8]=1.Cl[C:22](Cl)([O:24][C:25](=[O:31])OC(Cl)(Cl)Cl)Cl.O[C:34]1[CH:35]=[N:36][CH:37]=[CH:38]C=1. The catalyst is C1COCC1.C(Cl)Cl. The product is [F:20][C:2]([F:19])([F:1])[C:3]1[CH:4]=[C:5]([C:9]2[CH:10]=[CH:11][C:12]3[O:13][CH2:14][CH2:15][N:16]([C:25]([O:24][C:22]4[CH:38]=[CH:37][N:36]=[CH:35][CH:34]=4)=[O:31])[C:17]=3[N:18]=2)[CH:6]=[CH:7][CH:8]=1. The yield is 0.390.